Predict the product of the given reaction. From a dataset of Forward reaction prediction with 1.9M reactions from USPTO patents (1976-2016). (1) Given the reactants [Cl:1][C:2]1[CH:3]=[CH:4][C:5]([N:11]2[CH2:16][CH:15]([CH3:17])[CH2:14][CH:13]([CH3:18])[CH2:12]2)=[C:6]([CH:10]=1)[C:7]([OH:9])=O.Cl.[CH3:20][O:21][C:22](=[O:45])[C@@H:23]([NH2:44])[CH2:24][C:25]1[CH:30]=[CH:29][C:28]([C:31]2[CH:36]=[CH:35][CH:34]=[CH:33][C:32]=2[O:37][C:38]2[CH:43]=[CH:42][CH:41]=[CH:40][CH:39]=2)=[CH:27][CH:26]=1.CN(C(ON1N=NC2C=CC=CC1=2)=[N+](C)C)C.F[P-](F)(F)(F)(F)F.CCN(C(C)C)C(C)C, predict the reaction product. The product is: [CH3:20][O:21][C:22](=[O:45])[CH:23]([NH:44][C:7](=[O:9])[C:6]1[CH:10]=[C:2]([Cl:1])[CH:3]=[CH:4][C:5]=1[N:11]1[CH2:16][CH:15]([CH3:17])[CH2:14][CH:13]([CH3:18])[CH2:12]1)[CH2:24][C:25]1[CH:26]=[CH:27][C:28]([C:31]2[CH:36]=[CH:35][CH:34]=[CH:33][C:32]=2[O:37][C:38]2[CH:43]=[CH:42][CH:41]=[CH:40][CH:39]=2)=[CH:29][CH:30]=1. (2) Given the reactants O.[CH3:2][N:3]([CH3:35])[CH:4]1[CH2:7][N:6]([C:8]2[C:13]([N+:14]([O-])=O)=[CH:12][C:11]([NH:17][C:18]3[N:23]=[C:22]([C:24]4[C:32]5[C:27](=[CH:28][CH:29]=[CH:30][CH:31]=5)[NH:26][CH:25]=4)[CH:21]=[CH:20][N:19]=3)=[C:10]([O:33][CH3:34])[CH:9]=2)[CH2:5]1.[NH4+].[Cl-], predict the reaction product. The product is: [CH3:35][N:3]([CH3:2])[CH:4]1[CH2:5][N:6]([C:8]2[CH:9]=[C:10]([O:33][CH3:34])[C:11]([NH:17][C:18]3[N:23]=[C:22]([C:24]4[C:32]5[C:27](=[CH:28][CH:29]=[CH:30][CH:31]=5)[NH:26][CH:25]=4)[CH:21]=[CH:20][N:19]=3)=[CH:12][C:13]=2[NH2:14])[CH2:7]1.